From a dataset of Peptide-MHC class I binding affinity with 185,985 pairs from IEDB/IMGT. Regression. Given a peptide amino acid sequence and an MHC pseudo amino acid sequence, predict their binding affinity value. This is MHC class I binding data. (1) The peptide sequence is DDDDKKKYI. The MHC is Mamu-A11 with pseudo-sequence Mamu-A11. The binding affinity (normalized) is 0. (2) The peptide sequence is KPGPAKFSL. The MHC is HLA-B27:03 with pseudo-sequence HLA-B27:03. The binding affinity (normalized) is 0.0847. (3) The peptide sequence is LYNSTFFSTF. The MHC is HLA-A01:01 with pseudo-sequence HLA-A01:01. The binding affinity (normalized) is 0.146. (4) The peptide sequence is WPVMNHKNK. The binding affinity (normalized) is 0. The MHC is HLA-A11:01 with pseudo-sequence HLA-A11:01. (5) The peptide sequence is KVDVELFIKA. The MHC is HLA-A02:01 with pseudo-sequence HLA-A02:01. The binding affinity (normalized) is 0.169. (6) The peptide sequence is GEVDSFSLGI. The MHC is HLA-B40:01 with pseudo-sequence HLA-B40:01. The binding affinity (normalized) is 0.627. (7) The peptide sequence is LPNVDLTTM. The MHC is HLA-B07:02 with pseudo-sequence HLA-B07:02. The binding affinity (normalized) is 0.630. (8) The peptide sequence is NYPASLHKF. The MHC is HLA-B58:01 with pseudo-sequence HLA-B58:01. The binding affinity (normalized) is 0.0847. (9) The peptide sequence is SHLECRTFF. The MHC is HLA-B07:02 with pseudo-sequence HLA-B07:02. The binding affinity (normalized) is 0.0847. (10) The peptide sequence is SLYMAISPK. The MHC is HLA-A11:01 with pseudo-sequence HLA-A11:01. The binding affinity (normalized) is 0.715.